This data is from Catalyst prediction with 721,799 reactions and 888 catalyst types from USPTO. The task is: Predict which catalyst facilitates the given reaction. (1) Reactant: [CH:1]12[CH2:9][CH:5]([CH:6]=[CH:7][CH2:8]1)[CH2:4][CH:3]([NH2:10])[CH2:2]2.[H][H]. Product: [CH:1]12[CH2:9][CH:5]([CH2:6][CH2:7][CH2:8]1)[CH2:4][CH:3]([NH2:10])[CH2:2]2. The catalyst class is: 178. (2) Reactant: Cl[C:2]1[C:7]([C:8]([O:10]CC)=[O:9])=[CH:6][N:5]=[C:4]([S:13][CH3:14])[N:3]=1.[CH3:15][O-:16].[Na+].[OH-].[Na+]. Product: [CH3:15][O:16][C:2]1[C:7]([C:8]([OH:10])=[O:9])=[CH:6][N:5]=[C:4]([S:13][CH3:14])[N:3]=1. The catalyst class is: 24. (3) Reactant: [C:1]([O:5][C:6]([N:8]1[CH2:13][CH2:12][N:11]([C:14]2[N:15]=[N:16][C:17]([C:21]([F:24])([F:23])[F:22])=[C:18](I)[CH:19]=2)[CH2:10][CH2:9]1)=[O:7])([CH3:4])([CH3:3])[CH3:2].[Cl:25][C:26]1[S:30][C:29](B(O)O)=[CH:28][CH:27]=1.C(=O)([O-])[O-].[Na+].[Na+]. Product: [C:1]([O:5][C:6]([N:8]1[CH2:13][CH2:12][N:11]([C:14]2[N:15]=[N:16][C:17]([C:21]([F:24])([F:23])[F:22])=[C:18]([C:29]3[S:30][C:26]([Cl:25])=[CH:27][CH:28]=3)[CH:19]=2)[CH2:10][CH2:9]1)=[O:7])([CH3:4])([CH3:3])[CH3:2]. The catalyst class is: 437. (4) Reactant: [C:1]([O:5][C:6]([N:8]1[CH2:13][CH2:12][CH:11]([O:14][CH2:15][C:16](=O)[NH2:17])[CH2:10][CH2:9]1)=[O:7])([CH3:4])([CH3:3])[CH3:2].COC1C=CC(P2(SP(C3C=CC(OC)=CC=3)(=S)S2)=[S:28])=CC=1. Product: [C:1]([O:5][C:6]([N:8]1[CH2:13][CH2:12][CH:11]([O:14][CH2:15][C:16](=[S:28])[NH2:17])[CH2:10][CH2:9]1)=[O:7])([CH3:4])([CH3:3])[CH3:2]. The catalyst class is: 216. (5) Reactant: [CH3:1][C@H:2]1[CH2:7][C@@H:6]([OH:8])[C@H:5]([C:9]([CH3:11])=C)[CH2:4][CH2:3]1.[O:12]=[O+][O-].O=O.S([O-])([O-])=O.[Na+].[Na+]. Product: [OH:8][C@@H:6]1[CH2:7][C@H:2]([CH3:1])[CH2:3][CH2:4][C@H:5]1[C:9](=[O:12])[CH3:11]. The catalyst class is: 5. (6) Reactant: [F:1][C:2]([F:11])([F:10])[C:3]1[O:4][CH:5]=[CH:6][C:7]=1[CH2:8][OH:9].CC1OC=CC=1CCO.Cl[Si:22]([CH:29]([CH3:31])[CH3:30])([CH:26]([CH3:28])[CH3:27])[CH:23]([CH3:25])[CH3:24].N1C=CN=C1. Product: [CH:23]([Si:22]([CH:29]([CH3:31])[CH3:30])([CH:26]([CH3:28])[CH3:27])[O:9][CH2:8][C:7]1[CH:6]=[CH:5][O:4][C:3]=1[C:2]([F:1])([F:10])[F:11])([CH3:25])[CH3:24]. The catalyst class is: 46. (7) Reactant: C(OC([N:8]1[CH2:13][CH2:12][N:11]([C:14]2[CH:19]=[CH:18][C:17]([CH2:20][OH:21])=[CH:16][C:15]=2[CH3:22])[CH2:10][CH2:9]1)=O)(C)(C)C.Cl.C(OCC)(=O)C.C(=O)([O-])[O-].[K+].[K+]. Product: [CH3:22][C:15]1[CH:16]=[C:17]([CH2:20][OH:21])[CH:18]=[CH:19][C:14]=1[N:11]1[CH2:12][CH2:13][NH:8][CH2:9][CH2:10]1. The catalyst class is: 22. (8) Reactant: C([O:8][C:9]1[C:14]([O:15][C:16]2[C:24]([CH3:25])=[CH:23][C:22]([N+:26]([O-:28])=[O:27])=[C:21]3[C:17]=2[CH2:18][CH2:19][CH2:20]3)=[CH:13][CH:12]=[C:11]([O:29][CH2:30][C:31]2[CH:36]=[CH:35][CH:34]=[CH:33][CH:32]=2)[C:10]=1[C:37](=[O:39])[CH3:38])C1C=CC=CC=1.FC(F)(F)C(O)=O.O.CSC. Product: [CH2:30]([O:29][C:11]1[C:10]([C:37](=[O:39])[CH3:38])=[C:9]([OH:8])[C:14]([O:15][C:16]2[C:24]([CH3:25])=[CH:23][C:22]([N+:26]([O-:28])=[O:27])=[C:21]3[C:17]=2[CH2:18][CH2:19][CH2:20]3)=[CH:13][CH:12]=1)[C:31]1[CH:36]=[CH:35][CH:34]=[CH:33][CH:32]=1. The catalyst class is: 4. (9) Reactant: [Cl:1][C:2]1[CH:3]=[C:4]([NH:17][C:18]2[C:27]3[C:22](=[CH:23][CH:24]=[C:25]([C:28]4[O:29][C:30]([CH:33]=O)=[CH:31][CH:32]=4)[CH:26]=3)[N:21]=[CH:20][N:19]=2)[CH:5]=[CH:6][C:7]=1[O:8][CH2:9][C:10]1[CH:15]=[CH:14][CH:13]=[C:12]([F:16])[CH:11]=1.Cl.C[O:37][C:38](=[O:41])[CH2:39][NH2:40].C(N(C(C)C)CC)(C)C.C(O[BH-](OC(=O)C)OC(=O)C)(=O)C.[Na+].[OH-].[Na+].Cl. Product: [Cl:1][C:2]1[CH:3]=[C:4]([NH:17][C:18]2[C:27]3[C:22](=[CH:23][CH:24]=[C:25]([C:28]4[O:29][C:30]([CH2:33][NH:40][CH2:39][C:38]([OH:37])=[O:41])=[CH:31][CH:32]=4)[CH:26]=3)[N:21]=[CH:20][N:19]=2)[CH:5]=[CH:6][C:7]=1[O:8][CH2:9][C:10]1[CH:15]=[CH:14][CH:13]=[C:12]([F:16])[CH:11]=1. The catalyst class is: 7.